This data is from Forward reaction prediction with 1.9M reactions from USPTO patents (1976-2016). The task is: Predict the product of the given reaction. (1) Given the reactants O=[CH:2][C@@H:3]([NH:11][C:12](=[O:21])[O:13][CH2:14][C:15]1[CH:20]=[CH:19][CH:18]=[CH:17][CH:16]=1)[CH2:4][C:5]1[CH:10]=[CH:9][CH:8]=[CH:7][CH:6]=1.[C:22]([O-])([O-])=O.[K+].[K+].[N+](=C(P(=O)(OC)OC)C(=O)C)=[N-], predict the reaction product. The product is: [C:5]1([CH2:4][C@H:3]([NH:11][C:12](=[O:21])[O:13][CH2:14][C:15]2[CH:20]=[CH:19][CH:18]=[CH:17][CH:16]=2)[C:2]#[CH:22])[CH:10]=[CH:9][CH:8]=[CH:7][CH:6]=1. (2) Given the reactants Br[C:2]1[CH:3]=[CH:4][C:5]([N:19]([CH2:26][C:27]2[CH:32]=[CH:31][CH:30]=[C:29]([Cl:33])[CH:28]=2)[CH2:20][CH2:21][C:22]([F:25])([F:24])[F:23])=[C:6]([NH:8][C:9]([NH:11][C:12]2[CH:17]=[CH:16][C:15]([CH3:18])=[CH:14][CH:13]=2)=[O:10])[CH:7]=1.[C:34]([C:37]1[CH:42]=[CH:41][C:40]([F:43])=[CH:39][C:38]=1B(O)O)([OH:36])=[O:35].C(N(CCC(F)(F)F)C1C=CC(Br)=CC=1NC(NC1C=CC(C)=CC=1)=O)C1C=CC=CC=1, predict the reaction product. The product is: [Cl:33][C:29]1[CH:28]=[C:27]([CH:32]=[CH:31][CH:30]=1)[CH2:26][N:19]([CH2:20][CH2:21][C:22]([F:25])([F:24])[F:23])[C:5]1[CH:4]=[CH:3][C:2]([C:42]2[C:37]([C:34]([OH:36])=[O:35])=[CH:38][CH:39]=[C:40]([F:43])[CH:41]=2)=[CH:7][C:6]=1[NH:8][C:9]([NH:11][C:12]1[CH:17]=[CH:16][C:15]([CH3:18])=[CH:14][CH:13]=1)=[O:10].